From a dataset of Forward reaction prediction with 1.9M reactions from USPTO patents (1976-2016). Predict the product of the given reaction. (1) Given the reactants [NH2:1][C:2]1[CH:11]=[CH:10][C:5]([C:6]([O:8][CH3:9])=[O:7])=[CH:4][CH:3]=1.[I:12]I, predict the reaction product. The product is: [NH2:1][C:2]1[CH:3]=[CH:4][C:5]([C:6]([O:8][CH3:9])=[O:7])=[CH:10][C:11]=1[I:12]. (2) The product is: [CH2:1]([CH:8]1[C:17]2[CH:16]=[C:15]([CH2:18][NH:19][S:20]([C:23]3[N:24]=[CH:25][N:26]([CH3:28])[CH:27]=3)(=[O:21])=[O:22])[CH:14]=[CH:13][C:12]=2[CH2:11][CH2:10][CH:9]1[N:29]1[C:35](=[O:36])[CH:33]2[CH:32]([CH2:34]2)[C:30]1=[O:31])[C:2]1[CH:3]=[CH:4][CH:5]=[CH:6][CH:7]=1. Given the reactants [CH2:1]([CH:8]1[C:17]2[C:12](=[CH:13][CH:14]=[C:15]([CH2:18][NH:19][S:20]([C:23]3[N:24]=[CH:25][N:26]([CH3:28])[CH:27]=3)(=[O:22])=[O:21])[CH:16]=2)[CH2:11][CH2:10][CH:9]1[NH:29][C:30]([C@H:32]1[CH2:34][C@H:33]1[C:35](O)=[O:36])=[O:31])[C:2]1[CH:7]=[CH:6][CH:5]=[CH:4][CH:3]=1.C(Cl)(=O)C, predict the reaction product. (3) The product is: [Cl:1][C:2]1[CH:7]=[C:6]2[C:5](=[CH:4][CH:3]=1)[N:8]([CH2:10][CH2:11][CH:12]1[CH2:16][CH2:15][C:14]([CH3:18])([CH3:17])[CH2:13]1)[CH:21]=[C:22]2[CH2:23][CH2:24][NH:25][CH3:26]. Given the reactants [Cl:1][C:2]1[CH:7]=[CH:6][C:5]([N:8]([CH2:10][CH2:11][CH:12]2[CH2:16][CH2:15][C:14]([CH3:18])([CH3:17])[CH2:13]2)N)=[CH:4][CH:3]=1.CO[CH:21](OC)[CH2:22][CH2:23][CH2:24][NH:25][CH3:26], predict the reaction product. (4) Given the reactants [F:1][C:2]1[CH:7]=[CH:6][CH:5]=[C:4]([F:8])[C:3]=1[N:9]1[C:14]2[N:15]=[C:16](S(C)(=O)=O)[N:17]=[C:18]([C:19]3[CH:20]=[C:21]([CH:26]=[CH:27][C:28]=3[CH3:29])[C:22]([NH:24][CH3:25])=[O:23])[C:13]=2[CH2:12][NH:11][C:10]1=[O:34].[NH2:35][CH2:36][CH2:37][CH2:38][N:39]([CH2:42][CH3:43])[CH2:40][CH3:41], predict the reaction product. The product is: [NH4+:9].[OH-:23].[CH2:40]([N:39]([CH2:42][CH3:43])[CH2:38][CH2:37][CH2:36][NH:35][C:16]1[N:17]=[C:18]([C:19]2[CH:20]=[C:21]([CH:26]=[CH:27][C:28]=2[CH3:29])[C:22]([NH:24][CH3:25])=[O:23])[C:13]2[CH2:12][NH:11][C:10](=[O:34])[N:9]([C:3]3[C:2]([F:1])=[CH:7][CH:6]=[CH:5][C:4]=3[F:8])[C:14]=2[N:15]=1)[CH3:41]. (5) Given the reactants [CH3:1][C:2]1[CH:10]=[C:9]([C:11]([F:14])([F:13])[F:12])[CH:8]=[CH:7][C:3]=1[C:4]([OH:6])=O.[NH2:15][CH2:16][C:17]1[CH:18]=[C:19]([CH:34]=[CH:35][CH:36]=1)[O:20][C:21]1[CH:33]=[CH:32][C:24]([O:25][C:26]([CH3:31])([CH3:30])[C:27]([OH:29])=[O:28])=[CH:23][CH:22]=1, predict the reaction product. The product is: [CH3:31][C:26]([O:25][C:24]1[CH:32]=[CH:33][C:21]([O:20][C:19]2[CH:34]=[CH:35][CH:36]=[C:17]([CH2:16][NH:15][C:4](=[O:6])[C:3]3[CH:7]=[CH:8][C:9]([C:11]([F:14])([F:13])[F:12])=[CH:10][C:2]=3[CH3:1])[CH:18]=2)=[CH:22][CH:23]=1)([CH3:30])[C:27]([OH:29])=[O:28]. (6) Given the reactants [CH2:1]([O:3][C:4](=[O:16])[CH2:5][C:6]1[N:7]=[CH:8][S:9][C:10]=1[C:11]([O:13]CC)=O)[CH3:2].[F:17][C:18]1[CH:27]=[C:26]([I:28])[CH:25]=[CH:24][C:19]=1[N:20]=[C:21]=[N:22][CH3:23], predict the reaction product. The product is: [F:17][C:18]1[CH:27]=[C:26]([I:28])[CH:25]=[CH:24][C:19]=1[NH:20][C:21]1[N:22]([CH3:23])[C:11](=[O:13])[C:10]2[S:9][CH:8]=[N:7][C:6]=2[C:5]=1[C:4]([O:3][CH2:1][CH3:2])=[O:16]. (7) Given the reactants [Cl:1][C:2]1[N:7]=[C:6]([CH3:8])[CH:5]=[CH:4][N:3]=1.[F:9][C:10]1[CH:20]=[CH:19][C:13]([C:14](OCC)=[O:15])=[CH:12][CH:11]=1.C[Si]([N-][Si](C)(C)C)(C)C.[Li+].O, predict the reaction product. The product is: [Cl:1][C:2]1[N:7]=[C:6]([CH2:8][C:14]([C:13]2[CH:19]=[CH:20][C:10]([F:9])=[CH:11][CH:12]=2)=[O:15])[CH:5]=[CH:4][N:3]=1.